From a dataset of Peptide-MHC class I binding affinity with 185,985 pairs from IEDB/IMGT. Regression. Given a peptide amino acid sequence and an MHC pseudo amino acid sequence, predict their binding affinity value. This is MHC class I binding data. (1) The peptide sequence is WPLNEGIMAI. The MHC is HLA-B51:01 with pseudo-sequence HLA-B51:01. The binding affinity (normalized) is 0.517. (2) The peptide sequence is YVLDHLIVV. The MHC is HLA-A02:01 with pseudo-sequence HLA-A02:01. The binding affinity (normalized) is 0.881. (3) The peptide sequence is YVADALAAF. The MHC is Mamu-A2201 with pseudo-sequence Mamu-A2201. The binding affinity (normalized) is 1.00. (4) The binding affinity (normalized) is 0.0151. The peptide sequence is SCPKPHRLTN. The MHC is H-2-Kb with pseudo-sequence H-2-Kb. (5) The peptide sequence is NTCYCKKCCY. The MHC is Mamu-B17 with pseudo-sequence Mamu-B17. The binding affinity (normalized) is 0. (6) The peptide sequence is ASSWAPTQK. The MHC is HLA-B40:01 with pseudo-sequence HLA-B40:01. The binding affinity (normalized) is 0.0847. (7) The peptide sequence is QSITRSLIY. The MHC is HLA-A23:01 with pseudo-sequence HLA-A23:01. The binding affinity (normalized) is 0.139. (8) The peptide sequence is AVSFRNLAY. The MHC is HLA-B58:01 with pseudo-sequence HLA-B58:01. The binding affinity (normalized) is 0.213. (9) The peptide sequence is YLFFDFLLV. The MHC is HLA-A02:02 with pseudo-sequence HLA-A02:02. The binding affinity (normalized) is 1.00.